Dataset: Orexin1 receptor HTS with 218,158 compounds and 233 confirmed actives. Task: Binary Classification. Given a drug SMILES string, predict its activity (active/inactive) in a high-throughput screening assay against a specified biological target. (1) The drug is Fc1ccc(CNc2c3c([nH]c(=O)c2C=O)cccc3)cc1. The result is 0 (inactive). (2) The compound is Brc1cc(OCc2cc(ccc2)C(=O)NN)ccc1. The result is 0 (inactive). (3) The molecule is S(=O)(=O)(N1CCC(CC1)C(OCC(=O)N(CC(=O)Nc1ccc(F)cc1)C)=O)c1cc(c(cc1)C)C. The result is 0 (inactive). (4) The drug is S(c1nc2c(cc1C)ccc(c2C)C)CC(=O)Nc1noc(c1)C. The result is 0 (inactive).